Task: Binary Classification. Given a T-cell receptor sequence (or CDR3 region) and an epitope sequence, predict whether binding occurs between them.. Dataset: TCR-epitope binding with 47,182 pairs between 192 epitopes and 23,139 TCRs (1) The epitope is KLNVGDYFV. The TCR CDR3 sequence is CASSHIGEREQYNEQFF. Result: 1 (the TCR binds to the epitope). (2) The epitope is LPRRSGAAGA. The TCR CDR3 sequence is CSVSGLAGGYEQYF. Result: 1 (the TCR binds to the epitope). (3) Result: 0 (the TCR does not bind to the epitope). The TCR CDR3 sequence is CASSLLQGARTGELFF. The epitope is KLNVGDYFV. (4) The epitope is ISPRTLNAW. The TCR CDR3 sequence is CASSLASESYNEQFF. Result: 0 (the TCR does not bind to the epitope). (5) The epitope is VLAWLYAAV. The TCR CDR3 sequence is CASSLPAGKEGEAFF. Result: 1 (the TCR binds to the epitope). (6) The epitope is ITEEVGHTDLMAAY. The TCR CDR3 sequence is CASSVVGDSRETQYF. Result: 0 (the TCR does not bind to the epitope).